Dataset: Full USPTO retrosynthesis dataset with 1.9M reactions from patents (1976-2016). Task: Predict the reactants needed to synthesize the given product. Given the product [I:1][C:2]1[CH:3]=[CH:4][C:5]([O:6][CH2:7][CH2:8][CH2:9][CH2:10][CH2:11][CH2:12][CH2:13][CH2:14][CH2:15][CH2:16][C:17]([OH:19])=[O:18])=[CH:21][CH:22]=1, predict the reactants needed to synthesize it. The reactants are: [I:1][C:2]1[CH:22]=[CH:21][C:5]([O:6][CH2:7][CH2:8][CH2:9][CH2:10][CH2:11][CH2:12][CH2:13][CH2:14][CH2:15][CH2:16][C:17]([O:19]C)=[O:18])=[CH:4][CH:3]=1.[OH-].[Na+].